This data is from Forward reaction prediction with 1.9M reactions from USPTO patents (1976-2016). The task is: Predict the product of the given reaction. (1) Given the reactants Cl.[CH3:2][O:3][C:4](=[O:23])[C@H:5]([CH2:7][C:8]1[CH:13]=[CH:12][C:11]([C:14]2[C:15](=[O:22])[N:16]([CH3:21])[CH:17]=[C:18]([Cl:20])[CH:19]=2)=[CH:10][CH:9]=1)[NH2:6].[Cl:24][C:25]1[CH:33]=[CH:32][CH:31]=[C:30]([CH3:34])[C:26]=1[C:27](O)=[O:28].CCN(C(C)C)C(C)C.CN(C(ON1N=NC2C=CC=CC1=2)=[N+](C)C)C.F[P-](F)(F)(F)(F)F, predict the reaction product. The product is: [CH3:2][O:3][C:4](=[O:23])[C@H:5]([CH2:7][C:8]1[CH:9]=[CH:10][C:11]([C:14]2[C:15](=[O:22])[N:16]([CH3:21])[CH:17]=[C:18]([Cl:20])[CH:19]=2)=[CH:12][CH:13]=1)[NH:6][C:27]([C:26]1[C:30]([CH3:34])=[CH:31][CH:32]=[CH:33][C:25]=1[Cl:24])=[O:28]. (2) Given the reactants Br[C:2]1[CH:3]=[C:4]([CH2:21][CH2:22][C:23]([O:25][CH3:26])=[O:24])[CH:5]=[C:6]([N+:18]([O-:20])=[O:19])[C:7]=1[O:8][CH:9]1[CH2:17][C:16]2[C:11](=[CH:12][CH:13]=[CH:14][CH:15]=2)[CH2:10]1.[CH3:27][N:28]1[C:36]2[C:31](=[CH:32][C:33](B(O)O)=[CH:34][CH:35]=2)[CH:30]=[N:29]1.C1(P(C2C=CC=CC=2)C2C=CC=CC=2)C=CC=CC=1.P([O-])([O-])([O-])=O.[K+].[K+].[K+], predict the reaction product. The product is: [CH2:10]1[C:11]2[C:16](=[CH:15][CH:14]=[CH:13][CH:12]=2)[CH2:17][CH:9]1[O:8][C:7]1[C:6]([N+:18]([O-:20])=[O:19])=[CH:5][C:4]([CH2:21][CH2:22][C:23]([O:25][CH3:26])=[O:24])=[CH:3][C:2]=1[C:33]1[CH:32]=[C:31]2[C:36](=[CH:35][CH:34]=1)[N:28]([CH3:27])[N:29]=[CH:30]2.